From a dataset of Drug-target binding data from BindingDB using IC50 measurements. Regression. Given a target protein amino acid sequence and a drug SMILES string, predict the binding affinity score between them. We predict pIC50 (pIC50 = -log10(IC50 in M); higher means more potent). Dataset: bindingdb_ic50. (1) The pIC50 is 5.5. The small molecule is O=C(O)CCCCCCN1C(=O)CCC1CCC(O)CCc1ccccc1. The target protein (Q62928) has sequence MDNSFNDSRRVENCESRQYLLSDESPAISSVMFTAGVLGNLIALALLARRWRGDTGCSAGSRTSISLFHVLVTELVLTDLLGTCLISPVVLASYSRNQTLVALAPESRACTYFAFTMTFFSLATMLMLFAMALERYLAIGHPYFYRRRVSRRGGLAVLPAIYGVSLLFCSLPLLNYGEYVQYCPGTWCFIQHGRTAYLQLYATVLLLLIVAVLGCNISVILNLIRMQLRSKRSRCGLSGSSLRGPGSRRRGERTSMAEETDHLILLAIMTITFAVCSLPFTIFAYMDETSSRKEKWDLRALRFLSVNSIIDPWVFVILRPPVLRLMRSVLCCRTSLRAPEAPGASCSTQQTDLCGQL. (2) The compound is CC(Oc1cccc([N+](=O)[O-])c1Cl)C(=O)Nc1ccc2oc(-c3ccncc3)nc2c1. The target protein (Q8T6T2) has sequence MGTKNIGKGLTFEDILLVPNYSEVLPREVSLETKLTKNVSLKIPLISSAMDTVTEHLMAVGMARLGGIGIIHKNMDMESQVNEVLKVKNWISNLEKNESTPDQNLDKESTDGKDTKSNNNIDAYSNENLDNKGRLRVGAAIGVNEIERAKLLVEAGVDVIVLDSAHGHSLNIIRTLKEIKSKMNIDVIVGNVVTEEATKELIENGADGIKVGIGPGSICTTRIVAGVGVPQITAIEKCSSVASKFGIPIIADGGIRYSGDIGKALAVGASSVMIGSILAGTEESPGEKELIGDTVYKYYRGMGSVGAMKSGSGDRYFQEKRPENKMVPEGIEGRVKYKGEMEGVVYQLVGGLRSCMGYLGSASIEELWKKSSYVEITTSGLRESHVHDVEIVKEVMNYSK. The pIC50 is 7.3.